From a dataset of NCI-60 drug combinations with 297,098 pairs across 59 cell lines. Regression. Given two drug SMILES strings and cell line genomic features, predict the synergy score measuring deviation from expected non-interaction effect. (1) Drug 1: CC12CCC(CC1=CCC3C2CCC4(C3CC=C4C5=CN=CC=C5)C)O. Drug 2: CS(=O)(=O)C1=CC(=C(C=C1)C(=O)NC2=CC(=C(C=C2)Cl)C3=CC=CC=N3)Cl. Cell line: U251. Synergy scores: CSS=11.8, Synergy_ZIP=-3.38, Synergy_Bliss=1.00, Synergy_Loewe=2.07, Synergy_HSA=2.30. (2) Drug 1: CC1=C(C(=CC=C1)Cl)NC(=O)C2=CN=C(S2)NC3=CC(=NC(=N3)C)N4CCN(CC4)CCO. Drug 2: C#CCC(CC1=CN=C2C(=N1)C(=NC(=N2)N)N)C3=CC=C(C=C3)C(=O)NC(CCC(=O)O)C(=O)O. Cell line: SW-620. Synergy scores: CSS=55.0, Synergy_ZIP=0.511, Synergy_Bliss=0.316, Synergy_Loewe=-9.19, Synergy_HSA=1.41. (3) Drug 1: CC1=CC2C(CCC3(C2CCC3(C(=O)C)OC(=O)C)C)C4(C1=CC(=O)CC4)C. Drug 2: CCCCCOC(=O)NC1=NC(=O)N(C=C1F)C2C(C(C(O2)C)O)O. Cell line: HS 578T. Synergy scores: CSS=-3.86, Synergy_ZIP=4.34, Synergy_Bliss=5.51, Synergy_Loewe=-1.25, Synergy_HSA=-0.372. (4) Synergy scores: CSS=-3.50, Synergy_ZIP=4.14, Synergy_Bliss=5.25, Synergy_Loewe=0.715, Synergy_HSA=-0.232. Cell line: SK-MEL-5. Drug 2: C1C(C(OC1N2C=NC3=C2NC=NCC3O)CO)O. Drug 1: CN1CCC(CC1)COC2=C(C=C3C(=C2)N=CN=C3NC4=C(C=C(C=C4)Br)F)OC.